Dataset: Catalyst prediction with 721,799 reactions and 888 catalyst types from USPTO. Task: Predict which catalyst facilitates the given reaction. (1) Reactant: [CH2:1]([Mg]Cl)[CH3:2].COCN[C:9]([C:11]1[CH:20]=[CH:19][C:18]2[C:13](=[CH:14][CH:15]=[C:16]([F:21])[CH:17]=2)[CH:12]=1)=[O:10].Cl. Product: [F:21][C:16]1[CH:17]=[C:18]2[C:13](=[CH:14][CH:15]=1)[CH:12]=[C:11]([C:9](=[O:10])[CH2:1][CH3:2])[CH:20]=[CH:19]2. The catalyst class is: 36. (2) Reactant: [C:1]1([O:11][CH2:12][C@H:13]2[CH2:17][CH2:16][CH2:15][NH:14]2)[C:10]2[C:5](=[CH:6][CH:7]=[CH:8][CH:9]=2)[CH:4]=[CH:3][CH:2]=1.Cl[C:19]1[N:24]2[N:25]=[CH:26][N:27]=[C:23]2[N:22]=[CH:21][CH:20]=1.C(N(C(C)C)C(C)C)C. Product: [C:1]1([O:11][CH2:12][C@H:13]2[CH2:17][CH2:16][CH2:15][N:14]2[C:19]2[N:24]3[N:25]=[CH:26][N:27]=[C:23]3[N:22]=[CH:21][CH:20]=2)[C:10]2[C:5](=[CH:6][CH:7]=[CH:8][CH:9]=2)[CH:4]=[CH:3][CH:2]=1. The catalyst class is: 51. (3) Reactant: [CH:1]1([C:4]([NH:6][C:7]2[N:8]=[CH:9][C:10]3[C:15]([CH:16]=2)=[CH:14][CH:13]=[C:12]([O:17][C@H:18]([CH3:23])[C:19](OC)=[O:20])[CH:11]=3)=[O:5])[CH2:3][CH2:2]1.[AlH4-].[Li+]. Product: [OH:20][CH2:19][C@H:18]([O:17][C:12]1[CH:11]=[C:10]2[C:15]([CH:16]=[C:7]([NH:6][C:4]([CH:1]3[CH2:3][CH2:2]3)=[O:5])[N:8]=[CH:9]2)=[CH:14][CH:13]=1)[CH3:23]. The catalyst class is: 7. (4) Reactant: [CH3:1][C:2]([CH3:26])([CH3:25])[CH2:3][CH2:4][N:5]1[CH2:10][CH2:9][N:8]([C:11](=[O:24])[CH2:12][CH2:13][C:14]2[CH:22]=[CH:21][C:17]([C:18](O)=[O:19])=[CH:16][C:15]=2[CH3:23])[CH2:7][CH2:6]1.C(N(CC)CC)C.[CH3:34][C:35]1[CH:36]=[C:37]2[C:42](=[CH:43][CH:44]=1)[NH:41][CH2:40][CH2:39][CH2:38]2. Product: [CH3:1][C:2]([CH3:26])([CH3:25])[CH2:3][CH2:4][N:5]1[CH2:6][CH2:7][N:8]([C:11](=[O:24])[CH2:12][CH2:13][C:14]2[CH:22]=[CH:21][C:17]([C:18]([N:41]3[C:42]4[C:37](=[CH:36][C:35]([CH3:34])=[CH:44][CH:43]=4)[CH2:38][CH2:39][CH2:40]3)=[O:19])=[CH:16][C:15]=2[CH3:23])[CH2:9][CH2:10]1. The catalyst class is: 166. (5) Reactant: [Cl:1][C:2]1[CH:22]=[CH:21][C:5]([CH2:6][CH:7]2[CH2:12][C:11](=O)[CH2:10][CH2:9][N:8]2[C:14]([O:16][C:17]([CH3:20])([CH3:19])[CH3:18])=[O:15])=[CH:4][CH:3]=1.[N+:23](CS(C1C=CC(C)=CC=1)(=O)=O)#[C-:24].CC(C)([O-])C.[K+].O. Product: [Cl:1][C:2]1[CH:22]=[CH:21][C:5]([CH2:6][CH:7]2[CH2:12][CH:11]([C:24]#[N:23])[CH2:10][CH2:9][N:8]2[C:14]([O:16][C:17]([CH3:20])([CH3:19])[CH3:18])=[O:15])=[CH:4][CH:3]=1. The catalyst class is: 57. (6) Reactant: C(OC([N:8]1[CH2:13][CH2:12][CH:11]([O:14][C:15]2[CH:20]=[CH:19][CH:18]=[CH:17][C:16]=2[C:21]([F:24])([F:23])[F:22])[CH2:10][CH2:9]1)=O)(C)(C)C.FC(F)(F)C(O)=O. Product: [F:24][C:21]([F:22])([F:23])[C:16]1[CH:17]=[CH:18][CH:19]=[CH:20][C:15]=1[O:14][CH:11]1[CH2:12][CH2:13][NH:8][CH2:9][CH2:10]1. The catalyst class is: 4. (7) Reactant: [Br:1][C:2]1[CH:3]=[C:4]([C:8]2[CH:13]=[C:12]([C:14]([NH:17]C(=O)C)([CH3:16])[CH3:15])[N:11]=[C:10]([C:21]3[CH:26]=[CH:25][CH:24]=[CH:23][N:22]=3)[CH:9]=2)[CH:5]=[N:6][CH:7]=1.Cl.[OH-].[Na+]. Product: [Br:1][C:2]1[CH:3]=[C:4]([C:8]2[CH:13]=[C:12]([C:14]([NH2:17])([CH3:15])[CH3:16])[N:11]=[C:10]([C:21]3[CH:26]=[CH:25][CH:24]=[CH:23][N:22]=3)[CH:9]=2)[CH:5]=[N:6][CH:7]=1. The catalyst class is: 2. (8) The catalyst class is: 438. Product: [C:31]([C:23]1[C:24]([NH:26][CH2:27][CH2:28][O:29][CH3:30])=[CH:25][C:20]([NH:19][C:17]([N:8]2[C:9]3[C:4](=[CH:3][C:2]([C:34]4[S:33][CH:37]=[CH:36][CH:35]=4)=[C:11]([CH:12]=[O:13])[N:10]=3)[CH2:5][CH2:6][CH2:7]2)=[O:18])=[N:21][CH:22]=1)#[N:32]. Reactant: Br[C:2]1[CH:3]=[C:4]2[C:9](=[N:10][C:11]=1[CH:12](OC)[O:13]C)[N:8]([C:17]([NH:19][C:20]1[CH:25]=[C:24]([NH:26][CH2:27][CH2:28][O:29][CH3:30])[C:23]([C:31]#[N:32])=[CH:22][N:21]=1)=[O:18])[CH2:7][CH2:6][CH2:5]2.[S:33]1[CH:37]=[CH:36][CH:35]=[C:34]1B1OC(C)(C)C(C)(C)O1.C([O-])([O-])=O.[Na+].[Na+]. (9) Reactant: [NH2:1][C:2]1[N:7]=[C:6]([N:8]2[CH2:17][CH2:16][C:15]3[C:10](=[CH:11][C:12]([N:18]4[CH2:23][CH2:22][CH:21]([C:24]5[CH:32]=[CH:31][C:27]([C:28]([OH:30])=O)=[CH:26][CH:25]=5)[CH2:20][CH2:19]4)=[CH:13][CH:14]=3)[CH2:9]2)[CH:5]=[C:4]([N:33]2[CH2:38][CH2:37][N:36]([CH3:39])[CH2:35][CH2:34]2)[N:3]=1.[NH3:40]. Product: [NH2:1][C:2]1[N:7]=[C:6]([N:8]2[CH2:17][CH2:16][C:15]3[C:10](=[CH:11][C:12]([N:18]4[CH2:19][CH2:20][CH:21]([C:24]5[CH:32]=[CH:31][C:27]([C:28]([NH2:40])=[O:30])=[CH:26][CH:25]=5)[CH2:22][CH2:23]4)=[CH:13][CH:14]=3)[CH2:9]2)[CH:5]=[C:4]([N:33]2[CH2:34][CH2:35][N:36]([CH3:39])[CH2:37][CH2:38]2)[N:3]=1. The catalyst class is: 6.